This data is from Catalyst prediction with 721,799 reactions and 888 catalyst types from USPTO. The task is: Predict which catalyst facilitates the given reaction. Reactant: [I:1][C:2]1[CH:3]=[CH:4][C:5]([NH:11][CH2:12][CH2:13][O:14][CH3:15])=[C:6]([CH:10]=1)[C:7]([OH:9])=O.[CH3:16][C:17]([NH2:21])([C:19]#[CH:20])[CH3:18].C1C=CC2N(O)N=NC=2C=1.CCN=C=NCCCN(C)C.CCN(C(C)C)C(C)C. Product: [I:1][C:2]1[CH:3]=[CH:4][C:5]([NH:11][CH2:12][CH2:13][O:14][CH3:15])=[C:6]([CH:10]=1)[C:7]([NH:21][C:17]([CH3:18])([C:19]#[CH:20])[CH3:16])=[O:9]. The catalyst class is: 2.